This data is from Full USPTO retrosynthesis dataset with 1.9M reactions from patents (1976-2016). The task is: Predict the reactants needed to synthesize the given product. (1) The reactants are: C([O:5][C:6]([NH:8][C@@H:9]1[CH2:14][C@@H:13]([C:15](=[O:19])[N:16]([CH3:18])[CH3:17])[CH2:12][CH2:11][C@@H:10]1[NH:20][C:21]([C:23]1[N:24]=[CH:25][C:26]2[C:31]([CH:32]=1)=[CH:30][CH:29]=[C:28]([Cl:33])[CH:27]=2)=[O:22])=O)(C)(C)C.Cl.[CH3:35][N:36]1[CH2:41][CH2:40][C:39]2[N:42]=[C:43](C([O-])=O)[S:44][C:38]=2[CH2:37]1.[Li+]. Given the product [ClH:33].[Cl:33][C:28]1[CH:27]=[C:26]2[C:31]([CH:32]=[C:23]([C:21]([NH:20][C@H:10]3[CH2:11][CH2:12][C@H:13]([C:15](=[O:19])[N:16]([CH3:17])[CH3:18])[CH2:14][C@H:9]3[NH:8][C:6]([C:43]3[S:44][C:38]4[CH2:37][N:36]([CH3:35])[CH2:41][CH2:40][C:39]=4[N:42]=3)=[O:5])=[O:22])[N:24]=[CH:25]2)=[CH:30][CH:29]=1, predict the reactants needed to synthesize it. (2) Given the product [Cl:17][C:18]1[S:22][C:21]([C:23]([NH:25][CH2:26][C:27]2[N:3]=[N:2][N:1]([C:4]3[CH:9]=[CH:8][C:7]([N:10]4[CH:15]=[CH:14][CH:13]=[N:12][C:11]4=[O:16])=[CH:6][CH:5]=3)[CH:28]=2)=[O:24])=[CH:20][CH:19]=1, predict the reactants needed to synthesize it. The reactants are: [N:1]([C:4]1[CH:9]=[CH:8][C:7]([N:10]2[CH:15]=[CH:14][CH:13]=[N:12][C:11]2=[O:16])=[CH:6][CH:5]=1)=[N+:2]=[N-:3].[Cl:17][C:18]1[S:22][C:21]([C:23]([NH:25][CH2:26][C:27]#[CH:28])=[O:24])=[CH:20][CH:19]=1.C1CCN2C(=NCCC2)CC1.